This data is from Forward reaction prediction with 1.9M reactions from USPTO patents (1976-2016). The task is: Predict the product of the given reaction. (1) Given the reactants C([O:3][C:4]([C:6]12[CH2:13][C:10]([NH:14][C:15]([C:17]3[CH:22]=[N:21][CH:20]=[C:19]([CH3:23])[N:18]=3)=[O:16])([CH2:11][CH2:12]1)[CH2:9][CH2:8][CH2:7]2)=[O:5])C.O1CCCC1.O.[OH-].[Li+].O, predict the reaction product. The product is: [CH3:23][C:19]1[N:18]=[C:17]([C:15]([NH:14][C:10]23[CH2:13][C:6]([C:4]([OH:5])=[O:3])([CH2:12][CH2:11]2)[CH2:7][CH2:8][CH2:9]3)=[O:16])[CH:22]=[N:21][CH:20]=1. (2) Given the reactants [CH:1]([N:4]1[CH2:9][CH2:8][CH:7]([O:10][C:11]2[CH:19]=[CH:18][C:17]3[N:16]4[CH2:20][CH2:21][NH:22][C:23](=[O:24])[C:15]4=[CH:14][C:13]=3[CH:12]=2)[CH2:6][CH2:5]1)([CH3:3])[CH3:2].[H-].[Na+].Cl[CH2:28][C:29]([NH:31][C:32]1[CH:37]=[CH:36][CH:35]=[CH:34][CH:33]=1)=[O:30], predict the reaction product. The product is: [CH:1]([N:4]1[CH2:9][CH2:8][CH:7]([O:10][C:11]2[CH:19]=[CH:18][C:17]3[N:16]4[CH2:20][CH2:21][N:22]([CH2:28][C:29]([NH:31][C:32]5[CH:37]=[CH:36][CH:35]=[CH:34][CH:33]=5)=[O:30])[C:23](=[O:24])[C:15]4=[CH:14][C:13]=3[CH:12]=2)[CH2:6][CH2:5]1)([CH3:3])[CH3:2]. (3) The product is: [Cl:28][C:16]1[C:17]2[C:9]([C:6]3[CH:7]=[CH:8][C:3]([CH2:1][CH3:2])=[CH:4][CH:5]=3)=[C:10]([C:19]3[CH:24]=[CH:23][CH:22]=[CH:21][C:20]=3[F:25])[O:11][C:12]=2[N:13]=[CH:14][N:15]=1. Given the reactants [CH2:1]([C:3]1[CH:8]=[CH:7][C:6]([C:9]2[C:17]3[C:16](=O)[NH:15][CH:14]=[N:13][C:12]=3[O:11][C:10]=2[C:19]2[CH:24]=[CH:23][CH:22]=[CH:21][C:20]=2[F:25])=[CH:5][CH:4]=1)[CH3:2].P(Cl)(Cl)([Cl:28])=O.N, predict the reaction product. (4) Given the reactants [NH:1]1[CH2:6][CH2:5][CH:4]([O:7][C:8]2[CH:9]=[CH:10][C:11]3[N:15]=[CH:14][N:13]([C:16]4[S:20][C:19]([C:21]([O:23]C)=O)=[C:18]([O:25][C@@H:26]([C:28]5[CH:33]=[CH:32][CH:31]=[CH:30][C:29]=5[C:34]([F:37])([F:36])[F:35])[CH3:27])[CH:17]=4)[C:12]=3[CH:38]=2)[CH2:3][CH2:2]1.CO.[NH3:41], predict the reaction product. The product is: [NH:1]1[CH2:6][CH2:5][CH:4]([O:7][C:8]2[CH:9]=[CH:10][C:11]3[N:15]=[CH:14][N:13]([C:16]4[S:20][C:19]([C:21]([NH2:41])=[O:23])=[C:18]([O:25][C@@H:26]([C:28]5[CH:33]=[CH:32][CH:31]=[CH:30][C:29]=5[C:34]([F:37])([F:35])[F:36])[CH3:27])[CH:17]=4)[C:12]=3[CH:38]=2)[CH2:3][CH2:2]1. (5) The product is: [N:7]1[CH:2]=[CH:3][CH:4]=[C:5]([N:8]2[CH2:9][CH2:10][CH:11]([C:14]([NH:16][C:17]3[CH:22]=[CH:21][C:20]([CH:23]4[CH2:28][CH2:27][N:26]([C:29]([O:31][C:32]([CH3:35])([CH3:34])[CH3:33])=[O:30])[CH2:25][CH2:24]4)=[CH:19][CH:18]=3)=[O:15])[CH2:12][CH2:13]2)[N:6]=1. Given the reactants Cl[C:2]1[N:7]=[N:6][C:5]([N:8]2[CH2:13][CH2:12][CH:11]([C:14]([NH:16][C:17]3[CH:22]=[CH:21][C:20]([CH:23]4[CH2:28][CH2:27][N:26]([C:29]([O:31][C:32]([CH3:35])([CH3:34])[CH3:33])=[O:30])[CH2:25][CH2:24]4)=[CH:19][CH:18]=3)=[O:15])[CH2:10][CH2:9]2)=[CH:4][CH:3]=1.ClC1N=NC(N2CC(C(NC3C=CC(C4CCN(C([O-])=O)CC4)=CC=3)=O)C2)=CC=1, predict the reaction product. (6) Given the reactants C[C:2]1[C:10]([C:11]2[CH:12]=[CH:13][C:14]3[O:15][C:16]([CH3:22])([CH3:21])[CH2:17][NH:18][C:19]=3[N:20]=2)=[CH:9][CH:8]=[CH:7][C:3]=1[C:4]([OH:6])=O.[CH3:23][N:24](C(ON1N=NC2C=CC=NC1=2)=[N+](C)C)[CH3:25].F[P-](F)(F)(F)(F)F.C(N(C(C)C)CC)(C)C, predict the reaction product. The product is: [CH3:22][C:16]1([CH3:21])[O:15][C:14]2[CH:13]=[CH:12][C:11]([C:10]3[CH:2]=[C:3]([CH:7]=[CH:8][CH:9]=3)[C:4]([N:24]([CH3:25])[CH3:23])=[O:6])=[N:20][C:19]=2[NH:18][CH2:17]1. (7) Given the reactants [N-:1]=[N+:2]=[N-:3].[Na+].[CH2:5]([O:7][C:8]([C@:10]1([N:30]=[N+:31]=[N-:32])[C@@H:15](OS(C(F)(F)F)(=O)=O)[CH2:14][C@@H:13]2[C@H:11]1[C@@:12]2([F:29])[C:24]([O:26][CH2:27][CH3:28])=[O:25])=[O:9])[CH3:6].C(OCC)C, predict the reaction product. The product is: [CH2:5]([O:7][C:8]([C@:10]1([N:30]=[N+:31]=[N-:32])[C@H:15]([N:1]=[N+:2]=[N-:3])[CH2:14][C@@H:13]2[C@H:11]1[C@@:12]2([F:29])[C:24]([O:26][CH2:27][CH3:28])=[O:25])=[O:9])[CH3:6].